This data is from Forward reaction prediction with 1.9M reactions from USPTO patents (1976-2016). The task is: Predict the product of the given reaction. (1) Given the reactants [CH3:1][N:2]1[C:7](=[O:8])[C:6]2[CH:9]=[CH:10][S:11][C:5]=2[N:4]([CH2:12][CH:13]([CH3:15])[CH3:14])[C:3]1=[O:16].C([N-]C(C)C)(C)C.[Li+].[C:25]([C:27]1[CH:34]=[CH:33][CH:32]=[CH:31][C:28]=1[CH:29]=[O:30])#[N:26].O, predict the reaction product. The product is: [NH:26]=[C:25]1[O:30][CH:29]([C:10]2[S:11][C:5]3[N:4]([CH2:12][CH:13]([CH3:14])[CH3:15])[C:3](=[O:16])[N:2]([CH3:1])[C:7](=[O:8])[C:6]=3[CH:9]=2)[C:28]2[CH:31]=[CH:32][CH:33]=[CH:34][C:27]1=2. (2) Given the reactants [CH3:1][O:2][C:3](=[O:13])[C:4]1[CH:9]=[C:8](I)[C:7]([NH2:11])=[C:6]([F:12])[CH:5]=1.[CH:14]#[C:15][CH2:16][CH3:17], predict the reaction product. The product is: [CH3:1][O:2][C:3](=[O:13])[C:4]1[CH:5]=[C:6]([F:12])[C:7]([NH2:11])=[C:8]([C:14]#[C:15][CH2:16][CH3:17])[CH:9]=1.